From a dataset of Forward reaction prediction with 1.9M reactions from USPTO patents (1976-2016). Predict the product of the given reaction. (1) Given the reactants C([O:9][CH2:10][C@:11]12[CH2:46][CH2:45][C@@H:44]([C:47]([CH3:49])=[CH2:48])[C@@H:12]1[C@@H:13]1[C@@:26]([CH3:29])([CH2:27][CH2:28]2)[C@@:25]2([CH3:30])[C@@H:16]([C@:17]3([CH3:43])[C@@H:22]([CH2:23][CH2:24]2)[C:21]([CH3:32])([CH3:31])[C:20]([C:33]2[O:37][N:36]=[C:35]([C:38]([O:40]CC)=[O:39])[CH:34]=2)=[CH:19][CH2:18]3)[CH2:15][CH2:14]1)(=O)C1C=CC=CC=1.O.O.[OH-].[Li+], predict the reaction product. The product is: [OH:9][CH2:10][C@:11]12[CH2:46][CH2:45][C@@H:44]([C:47]([CH3:49])=[CH2:48])[C@@H:12]1[C@@H:13]1[C@@:26]([CH3:29])([CH2:27][CH2:28]2)[C@@:25]2([CH3:30])[C@@H:16]([C@:17]3([CH3:43])[C@@H:22]([CH2:23][CH2:24]2)[C:21]([CH3:31])([CH3:32])[C:20]([C:33]2[O:37][N:36]=[C:35]([C:38]([OH:40])=[O:39])[CH:34]=2)=[CH:19][CH2:18]3)[CH2:15][CH2:14]1. (2) Given the reactants [C:1]([C:5]1[CH:10]=[CH:9][C:8]([CH:11]2[C:17]3[CH:18]=[CH:19][CH:20]=[N:21][C:16]=3[CH2:15][CH2:14][CH2:13][NH:12]2)=[CH:7][CH:6]=1)([CH3:4])([CH3:3])[CH3:2].[Cl:22][C:23]1[CH:28]=[C:27]([Cl:29])[CH:26]=[CH:25][C:24]=1[N:30]=[C:31]=[O:32], predict the reaction product. The product is: [C:1]([C:5]1[CH:6]=[CH:7][C:8]([CH:11]2[C:17]3[CH:18]=[CH:19][CH:20]=[N:21][C:16]=3[CH2:15][CH2:14][CH2:13][N:12]2[C:31]([NH:30][C:24]2[CH:25]=[CH:26][C:27]([Cl:29])=[CH:28][C:23]=2[Cl:22])=[O:32])=[CH:9][CH:10]=1)([CH3:4])([CH3:2])[CH3:3]. (3) Given the reactants [Cl:1][C:2]1[CH:22]=[CH:21][C:5]([C:6]2[CH:7]=[CH:8][C:9]([CH2:19][CH3:20])=[C:10]([CH:12]([C:14]3[O:15][CH:16]=[CH:17][CH:18]=3)O)[CH:11]=2)=[CH:4][CH:3]=1.CC(C)=[O:25], predict the reaction product. The product is: [Cl:1][C:2]1[CH:22]=[CH:21][C:5]([C:6]2[CH:7]=[CH:8][C:9]([CH2:19][CH3:20])=[C:10]([CH:12]3[C:16](=[O:15])[CH:17]=[CH:18][CH:14]3[OH:25])[CH:11]=2)=[CH:4][CH:3]=1. (4) Given the reactants [C:1]1([C:7]2[C:15]3[C:14]([NH:16][CH2:17][C@@H:18]4[CH2:22][CH2:21][CH2:20][O:19]4)=[N:13][CH:12]=[N:11][C:10]=3[O:9][C:8]=2[C:23]2[CH:28]=[CH:27][C:26]([OH:29])=[CH:25][CH:24]=2)[CH:6]=[CH:5][CH:4]=[CH:3][CH:2]=1.C([O-])([O-])=O.[Cs+].[Cs+].Cl.[CH3:37][N:38]([CH2:40][CH2:41]Cl)[CH3:39], predict the reaction product. The product is: [CH3:37][N:38]([CH3:39])[CH2:40][CH2:41][O:29][C:26]1[CH:25]=[CH:24][C:23]([C:8]2[O:9][C:10]3[N:11]=[CH:12][N:13]=[C:14]([NH:16][CH2:17][C@@H:18]4[CH2:22][CH2:21][CH2:20][O:19]4)[C:15]=3[C:7]=2[C:1]2[CH:2]=[CH:3][CH:4]=[CH:5][CH:6]=2)=[CH:28][CH:27]=1. (5) Given the reactants [N+:1]1([O-])[C:2]([CH3:8])=[CH:3][CH:4]=[CH:5][C:6]=1[CH3:7].S(OC)(OC)(=O)=O.COS([O-])(=O)=O.CO[N+:25]1C(C)=CC=C[C:26]=1C.[C-]#N.[K+], predict the reaction product. The product is: [CH3:7][C:6]1[CH:5]=[C:4]([CH:3]=[C:2]([CH3:8])[N:1]=1)[C:26]#[N:25].